Dataset: Forward reaction prediction with 1.9M reactions from USPTO patents (1976-2016). Task: Predict the product of the given reaction. (1) Given the reactants [Cl:1][C:2]1[CH:3]=[C:4]([CH2:8][C:9]([OH:11])=[O:10])[CH:5]=[CH:6][CH:7]=1.[Br:12]N1C(=O)CCC1=O.C1C(=O)N(Br)C(=O)C1.C(OOC(=O)C1C=CC=CC=1)(=O)C1C=CC=CC=1, predict the reaction product. The product is: [Br:12][CH:8]([C:4]1[CH:5]=[CH:6][CH:7]=[C:2]([Cl:1])[CH:3]=1)[C:9]([OH:11])=[O:10]. (2) Given the reactants [NH2:1][C:2]1[N:3]=[C:4]2[CH:9]=[CH:8][C:7]([O:10][C:11]3[CH:12]=[C:13]([NH:17][C:18](=[O:29])[C:19]4[CH:24]=[CH:23][CH:22]=[C:21]([C:25]([F:28])([F:27])[F:26])[CH:20]=4)[CH:14]=[CH:15][CH:16]=3)=[N:6][N:5]2[CH:30]=1.[C:31](Cl)(=[O:38])[O:32][CH2:33][C:34]([Cl:37])([Cl:36])[Cl:35].C(N(CC)CC)C, predict the reaction product. The product is: [F:26][C:25]([F:28])([F:27])[C:21]1[CH:20]=[C:19]([CH:24]=[CH:23][CH:22]=1)[C:18]([NH:17][C:13]1[CH:12]=[C:11]([CH:16]=[CH:15][CH:14]=1)[O:10][C:7]1[CH:8]=[CH:9][C:4]2[N:5]([CH:30]=[C:2]([NH:1][C:31](=[O:38])[O:32][CH2:33][C:34]([Cl:37])([Cl:36])[Cl:35])[N:3]=2)[N:6]=1)=[O:29]. (3) Given the reactants [F:1][C:2]1[C:10]([N+:11]([O-:13])=[O:12])=[CH:9][CH:8]=[C:7]2[C:3]=1[C:4]([CH3:16])([CH3:15])[C:5](=[O:14])[NH:6]2.[CH:17]1(O)[CH2:20][CH2:19][CH2:18]1.C1(P(C2C=CC=CC=2)C2C=CC=CC=2)C=CC=CC=1.N(C(OCC)=O)=NC(OCC)=O, predict the reaction product. The product is: [CH:17]1([N:6]2[C:7]3[C:3](=[C:2]([F:1])[C:10]([N+:11]([O-:13])=[O:12])=[CH:9][CH:8]=3)[C:4]([CH3:16])([CH3:15])[C:5]2=[O:14])[CH2:20][CH2:19][CH2:18]1. (4) Given the reactants [Br:1][C:2]1[C:3]([O:10][CH:11]([F:13])[F:12])=[N:4][CH:5]=[C:6]([CH2:8]Br)[CH:7]=1.BrC1[C:16](OC(F)F)=[N:17][CH:18]=C(C)C=1.BrN1C(=O)CCC1=O.[N:34](C(C)(C)C#N)=[N:35]C(C)(C)C#N, predict the reaction product. The product is: [N:34]1([CH2:8][C:6]2[CH:7]=[C:2]([Br:1])[C:3]([O:10][CH:11]([F:13])[F:12])=[N:4][CH:5]=2)[CH:18]=[N:17][CH:16]=[N:35]1. (5) Given the reactants [CH2:1](Br)[C:2]1[CH:7]=[CH:6][CH:5]=[CH:4][CH:3]=1.CN(C=O)C.[CH2:14]([O:16][C:17]1[CH:18]=[C:19]([CH:25]=[C:26]([OH:29])[C:27]=1[I:28])[C:20]([O:22][CH2:23][CH3:24])=[O:21])[CH3:15].C(=O)([O-])[O-].[K+].[K+], predict the reaction product. The product is: [CH2:1]([O:29][C:26]1[CH:25]=[C:19]([CH:18]=[C:17]([O:16][CH2:14][CH3:15])[C:27]=1[I:28])[C:20]([O:22][CH2:23][CH3:24])=[O:21])[C:2]1[CH:7]=[CH:6][CH:5]=[CH:4][CH:3]=1.